This data is from Reaction yield outcomes from USPTO patents with 853,638 reactions. The task is: Predict the reaction yield, written as a fraction of the theoretical maximum amount of product (1.0 means a 100% yield; for example, 0.34 means a 34% yield). (1) The reactants are C([BH3-])#N.[Na+].[NH2:5][C:6]1[CH:11]=[CH:10][CH:9]=[CH:8][C:7]=1[C:12]([OH:19])([CH2:16][CH2:17][CH3:18])[CH2:13][CH2:14][CH3:15].[CH3:20][C:21]([NH:26][C:27](=[O:33])[O:28][C:29]([CH3:32])([CH3:31])[CH3:30])([CH3:25])[CH2:22][CH:23]=O. The catalyst is CO.CC(O)=O.CCOC(C)=O. The product is [C:29]([O:28][C:27](=[O:33])[NH:26][C:21]([CH3:25])([CH3:20])[CH2:22][CH2:23][NH:5][C:6]1[CH:11]=[CH:10][CH:9]=[CH:8][C:7]=1[C:12]([OH:19])([CH2:16][CH2:17][CH3:18])[CH2:13][CH2:14][CH3:15])([CH3:32])([CH3:31])[CH3:30]. The yield is 1.00. (2) The reactants are CN(C)C=[C:4]([F:24])[C:5]([C:7]1[C:12]([NH:13][C:14](=O)[O:15][C:16](C)(C)C)=[CH:11][C:10]([F:21])=[C:9](OC)[N:8]=1)=O.P(Br)(Br)[Br:27]. The catalyst is FC(F)(F)C(O)=O.ClCCl.O.C(=O)([O-])[O-].[K+].[K+]. The product is [Br:27][C:11]1[C:10]([F:21])=[CH:9][N:8]=[C:7]2[C:12]=1[N:13]=[C:14]([O:15][CH3:16])[C:4]([F:24])=[CH:5]2. The yield is 0.570. (3) The reactants are [OH-:1].[Na+].C([C:6]1[CH:7]=[CH:8][CH:9]=[C:10]([CH:17]=1)[CH2:11][C@@H:12]([C:14](N)=[O:15])[NH2:13])(O)=O.[N:18]1[C:19](=[O:27])[N:20]=[C:21]2[CH:26]=[CH:25][CH:24]=[CH:23][C:22]=12.[CH2:28]([OH:30])C. The catalyst is CO. The product is [O:27]=[C:19]1[NH:20][C:21]2[CH:26]=[CH:25][C:24]([C:28]([NH:13][CH:12]([CH2:11][C:10]3[CH:17]=[CH:6][CH:7]=[CH:8][CH:9]=3)[C:14]([OH:15])=[O:1])=[O:30])=[CH:23][C:22]=2[NH:18]1. The yield is 0.970.